This data is from HIV replication inhibition screening data with 41,000+ compounds from the AIDS Antiviral Screen. The task is: Binary Classification. Given a drug SMILES string, predict its activity (active/inactive) in a high-throughput screening assay against a specified biological target. (1) The result is 0 (inactive). The molecule is Cc1cccc(C)c1NC(=O)CCCC(=O)CC(=O)C=Cc1ccccc1. (2) The drug is CCN(CC)CC1CNC(=N)O1. The result is 0 (inactive). (3) The drug is CC1=[N+]2[N-]C(c3ccncc3)=[O+][Fe-4]234([OH+]S(=O)(=O)[O-])[O+]=C(c2ccncc2)[N-][N+]3=C(C)c2cccc1[n+]24. The result is 0 (inactive). (4) The molecule is O=C(Nc1ccc(Cl)c(Cl)c1)N1c2ccccc2Sc2ccccc21. The result is 0 (inactive). (5) The result is 0 (inactive). The molecule is [N-]=[N+]=C1C(=O)NC(=O)N2C1OCC1OC2C(O)C1O.